Dataset: Reaction yield outcomes from USPTO patents with 853,638 reactions. Task: Predict the reaction yield, written as a fraction of the theoretical maximum amount of product (1.0 means a 100% yield; for example, 0.34 means a 34% yield). (1) The reactants are [C:1]([O:5][C:6]([N:8]1[CH2:13][CH2:12][C@@H:11]([C:14]2[CH:15]=[C:16]3[C:25](=[CH:26][C:27]=2Br)[O:24][CH2:23][C:22]2[N:17]3[C@H:18]([CH3:30])[C:19](=[O:29])[NH:20][N:21]=2)[C@@H:10]([CH3:31])[CH2:9]1)=[O:7])([CH3:4])([CH3:3])[CH3:2].[CH3:32][C:33]1([CH3:49])[C:37]([CH3:39])([CH3:38])[O:36][B:35]([B:35]2[O:36][C:37]([CH3:39])([CH3:38])[C:33]([CH3:49])([CH3:32])[O:34]2)[O:34]1.CC([O-])=O.[K+]. The catalyst is CCO.C1C=CC(P(C2C=CC=CC=2)[C-]2C=CC=C2)=CC=1.C1C=CC(P(C2C=CC=CC=2)[C-]2C=CC=C2)=CC=1.Cl[Pd]Cl.[Fe+2]. The product is [C:1]([O:5][C:6]([N:8]1[CH2:13][CH2:12][C@@H:11]([C:14]2[CH:15]=[C:16]3[C:25](=[CH:26][C:27]=2[B:35]2[O:36][C:37]([CH3:39])([CH3:38])[C:33]([CH3:49])([CH3:32])[O:34]2)[O:24][CH2:23][C:22]2[N:17]3[C@H:18]([CH3:30])[C:19](=[O:29])[NH:20][N:21]=2)[C@@H:10]([CH3:31])[CH2:9]1)=[O:7])([CH3:4])([CH3:3])[CH3:2]. The yield is 0.550. (2) The reactants are Cl[C:2]1[CH:7]=[C:6]([O:8][C:9]2[C:15]([F:16])=[CH:14][C:12]([NH2:13])=[CH:11][C:10]=2[F:17])[CH:5]=[CH:4][N:3]=1.[CH3:18][N:19]1[CH:23]=[C:22](B2OC(C)(C)C(C)(C)O2)[CH:21]=[N:20]1.P([O-])([O-])([O-])=O.[K+].[K+].[K+]. The catalyst is CN(C)C=O.O.[Pd].C1(P(C2C=CC=CC=2)C2C=CC=CC=2)C=CC=CC=1.C1(P(C2C=CC=CC=2)C2C=CC=CC=2)C=CC=CC=1.C1(P(C2C=CC=CC=2)C2C=CC=CC=2)C=CC=CC=1.C1(P(C2C=CC=CC=2)C2C=CC=CC=2)C=CC=CC=1. The product is [F:17][C:10]1[CH:11]=[C:12]([CH:14]=[C:15]([F:16])[C:9]=1[O:8][C:6]1[CH:5]=[CH:4][N:3]=[C:2]([C:22]2[CH:21]=[N:20][N:19]([CH3:18])[CH:23]=2)[CH:7]=1)[NH2:13]. The yield is 0.740. (3) The yield is 0.480. The reactants are [CH3:1][C:2]1([CH3:23])[CH2:6][O:5][C:4]2=[CH:7][C:8]3[O:9][CH2:10][C:11]4([C:21]=3[CH:22]=[C:3]12)[C:19]1[C:14](=[CH:15][CH:16]=[CH:17][CH:18]=1)[NH:13][C:12]4=[O:20].[H-].[Na+].Br.Br[CH2:28][C:29]1[CH:30]=[N:31][CH:32]=[CH:33][CH:34]=1. The catalyst is CN(C=O)C. The product is [CH3:1][C:2]1([CH3:23])[CH2:6][O:5][C:4]2=[CH:7][C:8]3[O:9][CH2:10][C:11]4([C:21]=3[CH:22]=[C:3]12)[C:19]1[C:14](=[CH:15][CH:16]=[CH:17][CH:18]=1)[N:13]([CH2:28][C:29]1[CH:30]=[N:31][CH:32]=[CH:33][CH:34]=1)[C:12]4=[O:20]. (4) The reactants are [H-].[Na+].[Cl:3][C:4]1[CH:5]=[C:6]([Cl:25])[C:7]2[C:8]3[CH2:17][CH2:16][N:15]([C:18]([O:20][C:21]([CH3:24])([CH3:23])[CH3:22])=[O:19])[CH2:14][CH2:13][C:9]=3[NH:10][C:11]=2[CH:12]=1.Br[CH2:27][C:28]([O:30][CH2:31][CH3:32])=[O:29]. The catalyst is CN(C=O)C. The product is [Cl:3][C:4]1[CH:5]=[C:6]([Cl:25])[C:7]2[C:8]3[CH2:17][CH2:16][N:15]([C:18]([O:20][C:21]([CH3:22])([CH3:24])[CH3:23])=[O:19])[CH2:14][CH2:13][C:9]=3[N:10]([CH2:27][C:28]([O:30][CH2:31][CH3:32])=[O:29])[C:11]=2[CH:12]=1. The yield is 0.780. (5) The reactants are C([N:5]1[C:9](=[O:10])[C:8]([NH:11][CH2:12][CH2:13][CH2:14][CH2:15][C:16]2[CH:21]=[CH:20][CH:19]=[CH:18][CH:17]=2)=[C:7]([C:22]2[CH:27]=[CH:26][CH:25]=[CH:24][CH:23]=2)[S:6]1(=[O:29])=[O:28])(C)(C)C.C(=O)([O-])[O-].[K+].[K+].[CH2:36](Br)[C:37]1[CH:42]=[CH:41][CH:40]=[CH:39][CH:38]=1. The catalyst is C(O)(C(F)(F)F)=O. The product is [CH2:36]([N:5]1[C:9](=[O:10])[C:8]([NH:11][CH2:12][CH2:13][CH2:14][CH2:15][C:16]2[CH:21]=[CH:20][CH:19]=[CH:18][CH:17]=2)=[C:7]([C:22]2[CH:27]=[CH:26][CH:25]=[CH:24][CH:23]=2)[S:6]1(=[O:28])=[O:29])[C:37]1[CH:42]=[CH:41][CH:40]=[CH:39][CH:38]=1. The yield is 0.540. (6) The product is [CH3:41][O:40][C:33]1[CH:38]=[CH:37][C:36]([C:17]2[C:18]3[C:23](=[CH:22][CH:21]=[C:20]([C:24]4[N:28]=[C:27]([CH2:29][N:30]([CH3:31])[CH3:32])[NH:26][N:25]=4)[CH:19]=3)[NH:15][N:16]=2)=[CH:35][CH:34]=1. The yield is 0.200. The reactants are COC1C=CC(C2CCCOC2[N:15]2[C:23]3[C:18](=[CH:19][C:20]([C:24]4[N:28]=[C:27]([CH2:29][N:30]([CH3:32])[CH3:31])[NH:26][N:25]=4)=[CH:21][CH:22]=3)[CH:17]=[N:16]2)=CC=1.[C:33]1(C)[CH:38]=[CH:37][CH:36]=[CH:35][CH:34]=1.[O:40]1CCOC[CH2:41]1.Cl. No catalyst specified.